This data is from Peptide-MHC class I binding affinity with 185,985 pairs from IEDB/IMGT. The task is: Regression. Given a peptide amino acid sequence and an MHC pseudo amino acid sequence, predict their binding affinity value. This is MHC class I binding data. The peptide sequence is AQKLATKPV. The MHC is HLA-A03:01 with pseudo-sequence HLA-A03:01. The binding affinity (normalized) is 0.0847.